From a dataset of Full USPTO retrosynthesis dataset with 1.9M reactions from patents (1976-2016). Predict the reactants needed to synthesize the given product. (1) Given the product [F:7][C:2]([P:8]([C:13]([F:18])([F:19])[C:14]([F:17])([F:16])[F:15])(=[O:9])[O-:12])([F:1])[C:3]([F:6])([F:5])[F:4].[CH2:29]([P+:24]([CH2:20][CH2:21][CH2:22][CH3:23])([CH2:25][CH2:26][CH2:27][CH3:28])[CH2:2][CH3:3])[CH2:30][CH2:31][CH3:32], predict the reactants needed to synthesize it. The reactants are: [F:1][C:2]([P:8]([C:13]([F:19])([F:18])[C:14]([F:17])([F:16])[F:15])(=[O:12])[O:9]CC)([F:7])[C:3]([F:6])([F:5])[F:4].[CH2:20]([P:24]([CH2:29][CH2:30][CH2:31][CH3:32])[CH2:25][CH2:26][CH2:27][CH3:28])[CH2:21][CH2:22][CH3:23]. (2) Given the product [CH:20]1([NH:23][C:24](=[O:38])[C:25]2[CH:30]=[CH:29][C:28]([N:31]3[CH2:32][CH2:33][N:34]([CH2:16][C:6]4[CH:5]=[C:4]([O:3][CH2:1][CH3:2])[C:9]5[O:10][CH:11]([CH3:15])[C:12](=[O:14])[NH:13][C:8]=5[CH:7]=4)[CH2:35][CH2:36]3)=[C:27]([CH3:37])[CH:26]=2)[CH2:22][CH2:21]1, predict the reactants needed to synthesize it. The reactants are: [CH2:1]([O:3][C:4]1[C:9]2[O:10][CH:11]([CH3:15])[C:12](=[O:14])[NH:13][C:8]=2[CH:7]=[C:6]([CH:16]=O)[CH:5]=1)[CH3:2].Cl.Cl.[CH:20]1([NH:23][C:24](=[O:38])[C:25]2[CH:30]=[CH:29][C:28]([N:31]3[CH2:36][CH2:35][NH:34][CH2:33][CH2:32]3)=[C:27]([CH3:37])[CH:26]=2)[CH2:22][CH2:21]1. (3) Given the product [CH3:28][O:27][C:25]([C:16]1[C:17]2[CH2:18][CH2:19][CH2:20][CH2:21][C:22]=2[CH:23]=[CH:24][C:15]=1[NH:14][S:11]([C:6]1[CH:7]=[CH:8][CH:9]=[CH:10][C:5]=1[C:3]([OH:4])=[O:2])(=[O:13])=[O:12])=[O:26], predict the reactants needed to synthesize it. The reactants are: C[O:2][C:3]([C:5]1[CH:10]=[CH:9][CH:8]=[CH:7][C:6]=1[S:11]([NH:14][C:15]1[CH:24]=[CH:23][C:22]2[CH2:21][CH2:20][CH2:19][CH2:18][C:17]=2[C:16]=1[C:25]([O:27][CH3:28])=[O:26])(=[O:13])=[O:12])=[O:4].O.O.[OH-].[Li+].Cl. (4) Given the product [Cl:8][C:5]1[CH:4]=[C:3]([Cl:9])[C:2]([CH:18]2[CH2:20][CH2:19]2)=[CH:7][N:6]=1, predict the reactants needed to synthesize it. The reactants are: Br[C:2]1[C:3]([Cl:9])=[CH:4][C:5]([Cl:8])=[N:6][CH:7]=1.[O-]P([O-])([O-])=O.[K+].[K+].[K+].[CH:18]1(B(O)O)[CH2:20][CH2:19]1.C1(P(C2CCCCC2)C2CCCCC2)CCCCC1. (5) Given the product [CH2:20]([O:27][C:28]1[CH:33]=[CH:32][C:31]([C:2]2[N:3]=[C:4]([C:9]3[N:10]([CH2:18][CH3:19])[C:11]4[CH:16]=[CH:15][N:14]=[CH:13][C:12]=4[N:17]=3)[C:5]([NH2:8])=[N:6][CH:7]=2)=[CH:30][CH:29]=1)[C:21]1[CH:26]=[CH:25][CH:24]=[CH:23][CH:22]=1, predict the reactants needed to synthesize it. The reactants are: Br[C:2]1[N:3]=[C:4]([C:9]2[N:10]([CH2:18][CH3:19])[C:11]3[CH:16]=[CH:15][N:14]=[CH:13][C:12]=3[N:17]=2)[C:5]([NH2:8])=[N:6][CH:7]=1.[CH2:20]([O:27][C:28]1[CH:33]=[CH:32][C:31](B(O)O)=[CH:30][CH:29]=1)[C:21]1[CH:26]=[CH:25][CH:24]=[CH:23][CH:22]=1.C([O-])([O-])=O.[K+].[K+]. (6) Given the product [F:31][C:32]1[CH:37]=[C:36]([F:38])[CH:35]=[CH:34][C:33]=1[N:39]1[CH2:40][CH2:41][N:42]([CH2:3][CH2:4][NH:5][C:6]2[N:11]=[C:10]([NH2:12])[N:9]3[N:13]=[C:14]([C:16]4[O:17][CH:18]=[CH:19][CH:20]=4)[N:15]=[C:8]3[N:7]=2)[CH2:43][CH2:44]1, predict the reactants needed to synthesize it. The reactants are: CO[CH:3](OC)[CH2:4][NH:5][C:6]1[N:11]=[C:10]([NH2:12])[N:9]2[N:13]=[C:14]([C:16]3[O:17][CH:18]=[CH:19][CH:20]=3)[N:15]=[C:8]2[N:7]=1.C(O)(C(F)(F)F)=O.O.[F:31][C:32]1[CH:37]=[C:36]([F:38])[CH:35]=[CH:34][C:33]=1[N:39]1[CH2:44][CH2:43][NH:42][CH2:41][CH2:40]1.N1CCNCC1.BrC1C=CC(F)=CC=1F.[BH-](OC(C)=O)(OC(C)=O)OC(C)=O.[Na+]. (7) Given the product [CH2:1]([N:5]1[C:13](=[O:14])[C:12]2[NH:11][C:10]([C:18]#[N:19])=[N:9][C:8]=2[N:7]([CH2:20][CH2:21][CH2:22][CH3:23])[C:6]1=[O:24])[CH2:2][CH2:3][CH3:4], predict the reactants needed to synthesize it. The reactants are: [CH2:1]([N:5]1[C:13](=[O:14])[C:12]2[N:11](CC=C)[C:10]([C:18]#[N:19])=[N:9][C:8]=2[N:7]([CH2:20][CH2:21][CH2:22][CH3:23])[C:6]1=[O:24])[CH2:2][CH2:3][CH3:4].